Predict the product of the given reaction. From a dataset of Forward reaction prediction with 1.9M reactions from USPTO patents (1976-2016). Given the reactants C(N(C(C)C)CC)(C)C.Br[CH2:11][CH:12]=[C:13]([CH3:15])[CH3:14].[CH3:16][O:17][C:18]([C:20]1[C:24]2[N:25]=[CH:26][N:27]([CH2:30][C:31]3[C:40]4[C:35](=[CH:36][CH:37]=[CH:38][CH:39]=4)[CH:34]=[CH:33][N:32]=3)[C:28](=[O:29])[C:23]=2[NH:22][C:21]=1[Cl:41])=[O:19], predict the reaction product. The product is: [CH3:16][O:17][C:18]([C:20]1[C:24]2[N:25]=[CH:26][N:27]([CH2:30][C:31]3[C:40]4[C:35](=[CH:36][CH:37]=[CH:38][CH:39]=4)[CH:34]=[CH:33][N:32]=3)[C:28](=[O:29])[C:23]=2[N:22]([CH2:11][CH:12]=[C:13]([CH3:15])[CH3:14])[C:21]=1[Cl:41])=[O:19].